From a dataset of Catalyst prediction with 721,799 reactions and 888 catalyst types from USPTO. Predict which catalyst facilitates the given reaction. (1) Reactant: [CH3:1][C:2]([NH2:25])([CH3:24])[CH2:3][C:4]1[C:12]2[C:7](=[C:8]([O:13][C@@H:14]([CH3:23])[C:15]([N:17]3[CH2:22][CH2:21][O:20][CH2:19][CH2:18]3)=[O:16])[CH:9]=[CH:10][CH:11]=2)[NH:6][CH:5]=1.O.[N:27]1[CH:32]=[CH:31][CH:30]=[C:29]([C@@H:33]2[CH2:35][O:34]2)[CH:28]=1. Product: [CH3:1][C:2]([NH:25][CH2:35][C@@H:33]([C:29]1[CH:28]=[N:27][CH:32]=[CH:31][CH:30]=1)[OH:34])([CH3:24])[CH2:3][C:4]1[C:12]2[C:7](=[C:8]([O:13][C@@H:14]([CH3:23])[C:15]([N:17]3[CH2:22][CH2:21][O:20][CH2:19][CH2:18]3)=[O:16])[CH:9]=[CH:10][CH:11]=2)[NH:6][CH:5]=1. The catalyst class is: 8. (2) Reactant: [Cl:1][C:2]1[CH:3]=[N:4][C:5]([NH:11][CH2:12][CH2:13][O:14][CH2:15][CH3:16])=[C:6]([CH:10]=1)[C:7]([OH:9])=O.[CH3:17][C:18]([NH2:22])([C:20]#[CH:21])[CH3:19].C1C=CC2N(O)N=NC=2C=1.CCN=C=NCCCN(C)C.CCN(C(C)C)C(C)C. Product: [Cl:1][C:2]1[CH:3]=[N:4][C:5]([NH:11][CH2:12][CH2:13][O:14][CH2:15][CH3:16])=[C:6]([CH:10]=1)[C:7]([NH:22][C:18]([CH3:19])([C:20]#[CH:21])[CH3:17])=[O:9]. The catalyst class is: 2. (3) Reactant: [CH:1]1([CH2:6][CH:7]([N:11]2[C:19]3[C:14](=[CH:15][C:16]([O:20][C:21]([F:24])([F:23])[F:22])=[CH:17][CH:18]=3)[C:13](=[O:25])[C:12]2=[O:26])[C:8](O)=[O:9])[CH2:5][CH2:4][CH2:3][CH2:2]1.[S:27]1[CH:31]=[CH:30][N:29]=[C:28]1[NH2:32].C(N(CC)C(C)C)(C)C.F[P-](F)(F)(F)(F)F.N1(O[P+](N(C)C)(N(C)C)N(C)C)C2C=CC=CC=2N=N1. Product: [CH:1]1([CH2:6][CH:7]([N:11]2[C:19]3[C:14](=[CH:15][C:16]([O:20][C:21]([F:22])([F:24])[F:23])=[CH:17][CH:18]=3)[C:13](=[O:25])[C:12]2=[O:26])[C:8]([NH:32][C:28]2[S:27][CH:31]=[CH:30][N:29]=2)=[O:9])[CH2:2][CH2:3][CH2:4][CH2:5]1. The catalyst class is: 42. (4) Reactant: [OH:1][CH:2](CO)[CH2:3][C:4]1[CH:5]=[C:6]2[C:10](=[CH:11][CH:12]=1)[CH2:9][N:8]([C:13]([O:15][CH2:16][C:17]1[CH:22]=[CH:21][CH:20]=[CH:19][CH:18]=1)=[O:14])[CH2:7]2.I([O-])(=O)(=O)=O.[Na+]. Product: [O:1]=[CH:2][CH2:3][C:4]1[CH:5]=[C:6]2[C:10](=[CH:11][CH:12]=1)[CH2:9][N:8]([C:13]([O:15][CH2:16][C:17]1[CH:22]=[CH:21][CH:20]=[CH:19][CH:18]=1)=[O:14])[CH2:7]2. The catalyst class is: 299. (5) The catalyst class is: 1. Product: [C:44]12([CH2:43][N:41]3[CH2:42][C@@H:38]([CH2:37][OH:36])[NH:39][C:40]3=[O:54])[CH2:45][CH:46]3[CH2:47][CH:48]([CH2:49][CH:50]([CH2:52]3)[CH2:51]1)[CH2:53]2. Reactant: CCCC[N+](CCCC)(CCCC)CCCC.[F-].[Si]([O:36][CH2:37][C@@H:38]1[CH2:42][N:41]([CH2:43][C:44]23[CH2:53][CH:48]4[CH2:49][CH:50]([CH2:52][CH:46]([CH2:47]4)[CH2:45]2)[CH2:51]3)[C:40](=[O:54])[NH:39]1)(C(C)(C)C)(C1C=CC=CC=1)C1C=CC=CC=1. (6) Reactant: C(O)(C(F)(F)F)=O.[Cl:8][C:9]1[CH:14]=[CH:13][C:12]([C:15]2[CH:20]=[CH:19][C:18]([NH:21][CH2:22][C:23]3[CH:28]=[CH:27][CH:26]=[CH:25][C:24]=3[C:29]3[CH:30]=[CH:31][C:32]([C:35]([NH:37][CH2:38][CH2:39][C:40]([O:42]C(C)(C)C)=[O:41])=[O:36])=[N:33][CH:34]=3)=[CH:17][CH:16]=2)=[CH:11][CH:10]=1. Product: [Cl:8][C:9]1[CH:14]=[CH:13][C:12]([C:15]2[CH:20]=[CH:19][C:18]([NH:21][CH2:22][C:23]3[CH:28]=[CH:27][CH:26]=[CH:25][C:24]=3[C:29]3[CH:30]=[CH:31][C:32]([C:35]([NH:37][CH2:38][CH2:39][C:40]([OH:42])=[O:41])=[O:36])=[N:33][CH:34]=3)=[CH:17][CH:16]=2)=[CH:11][CH:10]=1. The catalyst class is: 2. (7) Reactant: [F:1][C:2]1[CH:7]=[CH:6][C:5]([C:8]2[C:16]([C:17]3[CH:22]=[CH:21][N:20]=[CH:19][CH:18]=3)=[C:11]3[CH:12]=[CH:13][CH:14]=[CH:15][N:10]3[N:9]=2)=[CH:4][CH:3]=1.C([Li])CCC.[Br:28]N1C(=O)CCC1=O. Product: [Br:28][C:15]1[N:10]2[N:9]=[C:8]([C:5]3[CH:6]=[CH:7][C:2]([F:1])=[CH:3][CH:4]=3)[C:16]([C:17]3[CH:18]=[CH:19][N:20]=[CH:21][CH:22]=3)=[C:11]2[CH:12]=[CH:13][CH:14]=1. The catalyst class is: 365. (8) The catalyst class is: 4. Reactant: C(OC([N:8]1[CH2:13][CH2:12][CH2:11][CH:10]([C:14](=[O:26])[NH:15][CH:16]2[CH:23]3[CH2:24][CH:19]4[CH2:20][CH:21]([CH2:25][CH:17]2[CH2:18]4)[CH2:22]3)[CH2:9]1)=O)(C)(C)C.FC(F)(F)C(O)=O. Product: [CH:23]12[CH2:24][CH:19]3[CH2:20][CH:21]([CH2:25][CH:17]([CH2:18]3)[CH:16]1[NH:15][C:14]([CH:10]1[CH2:11][CH2:12][CH2:13][NH:8][CH2:9]1)=[O:26])[CH2:22]2. (9) Reactant: [C:1]([O:5][C:6]([N:8]1[CH2:12][CH2:11][CH2:10][C:9]1([C:15]1[CH:20]=[CH:19][C:18]([F:21])=[CH:17][CH:16]=1)[CH2:13][OH:14])=[O:7])([CH3:4])([CH3:3])[CH3:2].CC(OI1(OC(C)=O)(OC(C)=O)OC(=O)C2C=CC=CC1=2)=O. Product: [C:1]([O:5][C:6]([N:8]1[CH2:12][CH2:11][CH2:10][C:9]1([C:15]1[CH:20]=[CH:19][C:18]([F:21])=[CH:17][CH:16]=1)[CH:13]=[O:14])=[O:7])([CH3:4])([CH3:2])[CH3:3]. The catalyst class is: 2.